This data is from Peptide-MHC class I binding affinity with 185,985 pairs from IEDB/IMGT. The task is: Regression. Given a peptide amino acid sequence and an MHC pseudo amino acid sequence, predict their binding affinity value. This is MHC class I binding data. (1) The binding affinity (normalized) is 0.0847. The MHC is HLA-B08:02 with pseudo-sequence HLA-B08:02. The peptide sequence is RHDITGFIL. (2) The peptide sequence is GKPLEATVI. The MHC is Mamu-A01 with pseudo-sequence Mamu-A01. The binding affinity (normalized) is 0.